From a dataset of Catalyst prediction with 721,799 reactions and 888 catalyst types from USPTO. Predict which catalyst facilitates the given reaction. (1) Reactant: [C:1]1([NH:7][C:8]2[CH:16]=[CH:15][C:11]([C:12]([OH:14])=O)=[CH:10][N:9]=2)[CH:6]=[CH:5][CH:4]=[CH:3][CH:2]=1.[CH3:17][C:18]1([CH3:27])[CH2:23][CH:22]([NH2:24])[CH2:21][C:20]([CH3:26])([CH3:25])[NH:19]1.CN(C(ON1N=NC2C=CC=NC1=2)=[N+](C)C)C.F[P-](F)(F)(F)(F)F.C(N(C(C)C)C(C)C)C. Product: [C:1]1([NH:7][C:8]2[CH:16]=[CH:15][C:11]([C:12]([NH:24][CH:22]3[CH2:23][C:18]([CH3:27])([CH3:17])[NH:19][C:20]([CH3:26])([CH3:25])[CH2:21]3)=[O:14])=[CH:10][N:9]=2)[CH:2]=[CH:3][CH:4]=[CH:5][CH:6]=1. The catalyst class is: 3. (2) Reactant: [Li]CCCC.Br[C:7]1[CH:12]=[CH:11][C:10]([Br:13])=[CH:9][CH:8]=1.[CH3:14][C:15](=[O:20])[CH2:16][CH2:17][CH2:18][CH3:19]. Product: [Br:13][C:10]1[CH:11]=[CH:12][C:7]([C:15]([OH:20])([CH3:14])[CH2:16][CH2:17][CH2:18][CH3:19])=[CH:8][CH:9]=1. The catalyst class is: 1.